This data is from Forward reaction prediction with 1.9M reactions from USPTO patents (1976-2016). The task is: Predict the product of the given reaction. Given the reactants O=C1C2C(=CC=CC=2)C(=O)[N:3]1[CH2:12][C:13]1([NH:16][C:17](=[O:23])[O:18][C:19]([CH3:22])([CH3:21])[CH3:20])[CH2:15][CH2:14]1.O.NN.O.O.[C:29]([OH:34])(=[O:33])[C:30]([OH:32])=[O:31], predict the reaction product. The product is: [C:29]([OH:34])(=[O:33])[C:30]([OH:32])=[O:31].[NH2:3][CH2:12][C:13]1([NH:16][C:17](=[O:23])[O:18][C:19]([CH3:21])([CH3:20])[CH3:22])[CH2:14][CH2:15]1.